Dataset: Full USPTO retrosynthesis dataset with 1.9M reactions from patents (1976-2016). Task: Predict the reactants needed to synthesize the given product. (1) Given the product [CH3:25][C:10]1([CH3:26])[C:11]2[CH:12]=[N:13][C:14]([N:17]([CH3:24])[C:18]3[CH:23]=[CH:22][CH:21]=[CH:20][CH:19]=3)=[CH:15][C:16]=2[NH:8][CH2:9]1, predict the reactants needed to synthesize it. The reactants are: C(OC([N:8]1[C:16]2[CH:15]=[C:14]([N:17]([CH3:24])[C:18]3[CH:23]=[CH:22][CH:21]=[CH:20][CH:19]=3)[N:13]=[CH:12][C:11]=2[C:10]([CH3:26])([CH3:25])[CH2:9]1)=O)(C)(C)C.Cl. (2) Given the product [F:29][C:2]([F:1])([F:30])[C:3]1[CH:28]=[CH:27][C:6]2[CH2:7][CH:8]3[CH2:16][NH:15][CH2:14][CH2:13][N:9]3[S:10](=[O:11])(=[O:12])[C:5]=2[CH:4]=1, predict the reactants needed to synthesize it. The reactants are: [F:1][C:2]([F:30])([F:29])[C:3]1[CH:28]=[CH:27][C:6]2[CH2:7][CH:8]3[CH2:16][N:15](C(OCC4C=CC=CC=4)=O)[CH2:14][CH2:13][N:9]3[S:10](=[O:12])(=[O:11])[C:5]=2[CH:4]=1.[H][H].